From a dataset of TCR-epitope binding with 47,182 pairs between 192 epitopes and 23,139 TCRs. Binary Classification. Given a T-cell receptor sequence (or CDR3 region) and an epitope sequence, predict whether binding occurs between them. (1) The epitope is TEILPVSMTK. The TCR CDR3 sequence is CASSPGTTWTGNTIYF. Result: 0 (the TCR does not bind to the epitope). (2) The epitope is KAYNVTQAF. The TCR CDR3 sequence is CASRSRKLAGIWKQYF. Result: 1 (the TCR binds to the epitope). (3) The epitope is KLWAQCVQL. The TCR CDR3 sequence is CASSLYTYEQYF. Result: 1 (the TCR binds to the epitope).